From a dataset of NCI-60 drug combinations with 297,098 pairs across 59 cell lines. Regression. Given two drug SMILES strings and cell line genomic features, predict the synergy score measuring deviation from expected non-interaction effect. Drug 1: CC1C(C(CC(O1)OC2CC(OC(C2O)C)OC3=CC4=CC5=C(C(=O)C(C(C5)C(C(=O)C(C(C)O)O)OC)OC6CC(C(C(O6)C)O)OC7CC(C(C(O7)C)O)OC8CC(C(C(O8)C)O)(C)O)C(=C4C(=C3C)O)O)O)O. Drug 2: C(CCl)NC(=O)N(CCCl)N=O. Cell line: DU-145. Synergy scores: CSS=34.3, Synergy_ZIP=-0.700, Synergy_Bliss=1.15, Synergy_Loewe=-15.0, Synergy_HSA=0.748.